Dataset: Full USPTO retrosynthesis dataset with 1.9M reactions from patents (1976-2016). Task: Predict the reactants needed to synthesize the given product. (1) Given the product [F:3][C:4]([F:13])([F:12])[CH2:5][C:6]([CH3:10])([CH3:7])[CH2:14][C:15]([OH:1])=[O:16], predict the reactants needed to synthesize it. The reactants are: [OH-:1].[Na+].[F:3][C:4]([F:13])([F:12])[CH2:5][C:6](C)([CH3:10])[CH2:7]C#N.[CH3:14][CH2:15][OH:16]. (2) Given the product [CH:31]1([CH2:30][CH2:29][NH:28][C:27]([C:24]2[N:23]=[N:22][C:21]([N:18]3[CH2:17][CH2:16][N:15]([C:13]([C:8]4[CH:9]=[CH:10][CH:11]=[CH:12][C:7]=4[C:6]([OH:35])=[O:5])=[O:14])[CH2:20][CH2:19]3)=[CH:26][CH:25]=2)=[O:34])[CH2:33][CH2:32]1, predict the reactants needed to synthesize it. The reactants are: O.[OH-].[Li+].C[O:5][C:6](=[O:35])[C:7]1[CH:12]=[CH:11][CH:10]=[CH:9][C:8]=1[C:13]([N:15]1[CH2:20][CH2:19][N:18]([C:21]2[N:22]=[N:23][C:24]([C:27](=[O:34])[NH:28][CH2:29][CH2:30][CH:31]3[CH2:33][CH2:32]3)=[CH:25][CH:26]=2)[CH2:17][CH2:16]1)=[O:14]. (3) Given the product [Br:1][C:2]1[CH:3]=[C:4]([O:9][CH2:22][C:21]2[CH:24]=[CH:25][C:18]([O:17][CH3:16])=[CH:19][CH:20]=2)[CH:5]=[CH:6][C:7]=1[F:8], predict the reactants needed to synthesize it. The reactants are: [Br:1][C:2]1[CH:3]=[C:4]([OH:9])[CH:5]=[CH:6][C:7]=1[F:8].C(=O)([O-])[O-].[K+].[K+].[CH3:16][O:17][C:18]1[CH:25]=[CH:24][C:21]([CH2:22]Cl)=[CH:20][CH:19]=1. (4) Given the product [Br:1][C:2]1[CH:7]=[CH:6][C:5]([CH:8]([Cl:19])[CH2:9][CH2:10][C:11]([F:14])([F:13])[F:12])=[C:4]([CH3:16])[CH:3]=1, predict the reactants needed to synthesize it. The reactants are: [Br:1][C:2]1[CH:7]=[CH:6][C:5]([CH:8](O)[CH2:9][CH2:10][C:11]([F:14])([F:13])[F:12])=[C:4]([CH3:16])[CH:3]=1.S(Cl)([Cl:19])=O. (5) Given the product [CH2:18]([O:17][C:15](=[O:16])[CH2:14][NH:1][N:2]1[C:10](=[O:11])[C:9]2[C:4](=[CH:5][CH:6]=[CH:7][CH:8]=2)[C:3]1=[O:12])[CH3:19], predict the reactants needed to synthesize it. The reactants are: [NH2:1][N:2]1[C:10](=[O:11])[C:9]2[C:4](=[CH:5][CH:6]=[CH:7][CH:8]=2)[C:3]1=[O:12].Br[CH2:14][C:15]([O:17][CH2:18][CH3:19])=[O:16].C([O-])([O-])=O.[K+].[K+]. (6) Given the product [NH2:6][C:3]([CH3:5])([CH3:4])[CH2:2][NH:1][C:7](=[O:13])[O:8][C:9]([CH3:12])([CH3:11])[CH3:10], predict the reactants needed to synthesize it. The reactants are: [NH2:1][CH2:2][C:3]([NH2:6])([CH3:5])[CH3:4].[C:7](=O)([O:13]C1C=CC=CC=1)[O:8][C:9]([CH3:12])([CH3:11])[CH3:10]. (7) Given the product [C:48]([NH:50][CH:47]([C:5]1[CH:4]=[C:3]([CH3:27])[C:2]([Cl:1])=[CH:7][C:6]=1[CH:8]1[CH2:9][CH2:10][N:11]([C:14]([O:16][C:17]([CH3:20])([CH3:18])[CH3:19])=[O:15])[CH2:12][CH2:13]1)[CH2:44][CH3:46])(=[O:28])[CH3:49], predict the reactants needed to synthesize it. The reactants are: [Cl:1][C:2]1[C:3]([CH3:27])=[CH:4][C:5](C(O)CC(C)C)=[C:6]([CH:8]2[CH2:13][CH2:12][N:11]([C:14]([O:16][C:17]([CH3:20])([CH3:19])[CH3:18])=[O:15])[CH2:10][CH2:9]2)[CH:7]=1.[OH:28]S(O)(=O)=O.CC(OC(OC(O[C:44]([CH3:47])([CH3:46])C)=O)=O)(C)C.[CH2:48]([N:50](CC)CC)[CH3:49].